Dataset: Full USPTO retrosynthesis dataset with 1.9M reactions from patents (1976-2016). Task: Predict the reactants needed to synthesize the given product. (1) Given the product [OH:8][C:9]1[CH:10]=[CH:11][C:12]([CH:20]([OH:35])[CH2:21][NH:22][C:23]([CH3:33])([CH3:34])[CH2:24][C:25]2[CH:26]=[CH:27][C:28]([O:31][CH3:32])=[CH:29][CH:30]=2)=[C:13]2[C:18]=1[NH:17][C:16](=[O:19])[CH:15]=[CH:14]2, predict the reactants needed to synthesize it. The reactants are: C([O:8][C:9]1[CH:10]=[CH:11][C:12]([CH:20]([OH:35])[CH2:21][NH:22][C:23]([CH3:34])([CH3:33])[CH2:24][C:25]2[CH:30]=[CH:29][C:28]([O:31][CH3:32])=[CH:27][CH:26]=2)=[C:13]2[C:18]=1[NH:17][C:16](=[O:19])[CH:15]=[CH:14]2)C1C=CC=CC=1. (2) Given the product [N:1]1([CH2:7][CH2:8][CH2:9][O:10][C:11]2[CH:16]=[CH:15][C:14]([C:17]3[NH:18][C:19]4[C:24]([CH:25]=3)=[CH:23][CH:22]=[CH:21][CH:20]=4)=[CH:13][CH:12]=2)[CH2:6][CH2:5][CH2:4][CH2:3][CH2:2]1, predict the reactants needed to synthesize it. The reactants are: [N:1]1([CH2:7][CH2:8][CH2:9][O:10][C:11]2[CH:16]=[CH:15][C:14]([C:17]3[N:18](S(C)(=O)=O)[C:19]4[C:24]([CH:25]=3)=[CH:23][CH:22]=[CH:21][CH:20]=4)=[CH:13][CH:12]=2)[CH2:6][CH2:5][CH2:4][CH2:3][CH2:2]1.[OH-].[K+]. (3) Given the product [CH3:1][C:2]1[CH:7]=[C:6]([CH3:8])[CH:5]=[CH:4][C:3]=1[N:9]([CH2:20][CH:21]([CH3:23])[CH3:22])[S:10]([C:13]1[CH:18]=[CH:17][C:16]([O:19][CH2:27][C:28]2[CH:33]=[CH:32][N:31]=[CH:30][CH:29]=2)=[CH:15][CH:14]=1)(=[O:12])=[O:11], predict the reactants needed to synthesize it. The reactants are: [CH3:1][C:2]1[CH:7]=[C:6]([CH3:8])[CH:5]=[CH:4][C:3]=1[N:9]([CH2:20][CH:21]([CH3:23])[CH3:22])[S:10]([C:13]1[CH:18]=[CH:17][C:16]([OH:19])=[CH:15][CH:14]=1)(=[O:12])=[O:11].[F-].[K+].Br[CH2:27][C:28]1[CH:33]=[CH:32][N:31]=[CH:30][CH:29]=1. (4) Given the product [CH2:17]([N:4]1[CH2:5][CH2:6][N:1]([C:7]([O:9][CH2:10][C:11]2[CH:16]=[CH:15][CH:14]=[CH:13][CH:12]=2)=[O:8])[CH2:2][CH2:3]1)[CH2:18][CH2:19][CH3:20], predict the reactants needed to synthesize it. The reactants are: [N:1]1([C:7]([O:9][CH2:10][C:11]2[CH:16]=[CH:15][CH:14]=[CH:13][CH:12]=2)=[O:8])[CH2:6][CH2:5][NH:4][CH2:3][CH2:2]1.[CH2:17](I)[CH2:18][CH2:19][CH3:20]. (5) Given the product [Cl:1][C:2]1[CH:3]=[C:4]([C:8]2[N:9]=[C:10]([CH2:20][C:21]3[CH:26]=[CH:25][C:24]([CH2:27][C:28]([NH2:41])=[O:29])=[CH:23][CH:22]=3)[C:11]3[S:17](=[O:18])(=[O:19])[CH2:16][CH2:15][CH2:14][C:12]=3[N:13]=2)[CH:5]=[CH:6][CH:7]=1, predict the reactants needed to synthesize it. The reactants are: [Cl:1][C:2]1[CH:3]=[C:4]([C:8]2[N:9]=[C:10]([CH2:20][C:21]3[CH:26]=[CH:25][C:24]([CH2:27][C:28](O)=[O:29])=[CH:23][CH:22]=3)[C:11]3[S:17](=[O:19])(=[O:18])[CH2:16][CH2:15][CH2:14][C:12]=3[N:13]=2)[CH:5]=[CH:6][CH:7]=1.C(Cl)CCl.C1C=CC2N(O)N=[N:41]C=2C=1.N.CO.